Dataset: TCR-epitope binding with 47,182 pairs between 192 epitopes and 23,139 TCRs. Task: Binary Classification. Given a T-cell receptor sequence (or CDR3 region) and an epitope sequence, predict whether binding occurs between them. (1) The epitope is HTDFSSEIIGY. The TCR CDR3 sequence is CASSLTSGGIADTQYF. Result: 0 (the TCR does not bind to the epitope). (2) The epitope is LLWNGPMAV. The TCR CDR3 sequence is CSAAGDRGADTQYF. Result: 1 (the TCR binds to the epitope). (3) The epitope is AYAQKIFKI. Result: 1 (the TCR binds to the epitope). The TCR CDR3 sequence is CASSLPLAGAYNEQFF.